From a dataset of Forward reaction prediction with 1.9M reactions from USPTO patents (1976-2016). Predict the product of the given reaction. (1) Given the reactants [C:1]([O:5][C@@H:6]([C:11]1[C:12]([C:22]2[CH:27]=[CH:26][C:25]([Cl:28])=[CH:24][CH:23]=2)=[C:13]2[CH:20]=[CH:19][N:18]([CH3:21])[C:14]2=[N:15][C:16]=1[CH3:17])[C:7]([O:9]C)=[O:8])([CH3:4])([CH3:3])[CH3:2].[OH-].[Na+].CO.Cl, predict the reaction product. The product is: [C:1]([O:5][C@@H:6]([C:11]1[C:12]([C:22]2[CH:23]=[CH:24][C:25]([Cl:28])=[CH:26][CH:27]=2)=[C:13]2[CH:20]=[CH:19][N:18]([CH3:21])[C:14]2=[N:15][C:16]=1[CH3:17])[C:7]([OH:9])=[O:8])([CH3:4])([CH3:2])[CH3:3]. (2) Given the reactants [CH2:1]([O:4][CH2:5][C:6]1[CH:11]=[CH:10][C:9]([CH2:12]O)=[CH:8][CH:7]=1)[C:2]#[CH:3].C1(P(C2C=CC=CC=2)C2C=CC=CC=2)C=CC=CC=1.C(Cl)(Cl)(Cl)[Cl:34], predict the reaction product. The product is: [Cl:34][CH2:12][C:9]1[CH:10]=[CH:11][C:6]([CH2:5][O:4][CH2:1][C:2]#[CH:3])=[CH:7][CH:8]=1. (3) Given the reactants [F:1][C:2]1[CH:7]=[CH:6][C:5]([C:8]2[N:9]=[C:10]([CH2:21][OH:22])[N:11](COCC[Si](C)(C)C)[CH:12]=2)=[CH:4][CH:3]=1.Cl, predict the reaction product. The product is: [F:1][C:2]1[CH:3]=[CH:4][C:5]([C:8]2[N:9]=[C:10]([CH2:21][OH:22])[NH:11][CH:12]=2)=[CH:6][CH:7]=1. (4) Given the reactants [CH3:1][C:2](O)([CH3:28])[CH2:3][N:4]1[CH2:9][CH2:8][CH:7]([CH2:10][O:11][C:12]2[CH:17]=[CH:16][C:15]([C:18]3[CH:23]=[CH:22][C:21]([S:24]([CH3:27])(=[O:26])=[O:25])=[CH:20][CH:19]=3)=[CH:14][N:13]=2)[CH2:6][CH2:5]1.COCCN(S(F)(F)[F:40])CCOC, predict the reaction product. The product is: [F:40][C:2]([CH3:28])([CH3:1])[CH2:3][N:4]1[CH2:9][CH2:8][CH:7]([CH2:10][O:11][C:12]2[CH:17]=[CH:16][C:15]([C:18]3[CH:23]=[CH:22][C:21]([S:24]([CH3:27])(=[O:26])=[O:25])=[CH:20][CH:19]=3)=[CH:14][N:13]=2)[CH2:6][CH2:5]1. (5) Given the reactants Cl.Cl.[F:3][C:4]([F:24])([F:23])[C:5]([C:11]1[CH:16]=[CH:15][C:14]([N:17]2[CH2:22][CH2:21][NH:20][CH2:19][CH2:18]2)=[CH:13][CH:12]=1)([OH:10])[C:6]([F:9])([F:8])[F:7].C(N(CC)CC)C.[N+:32]([C:35]1[CH:36]=[C:37]([S:40](Cl)(=[O:42])=[O:41])[S:38][CH:39]=1)([O-:34])=[O:33], predict the reaction product. The product is: [N+:32]([C:35]1[CH:36]=[C:37]([S:40]([N:20]2[CH2:21][CH2:22][N:17]([C:14]3[CH:13]=[CH:12][C:11]([C:5]([OH:10])([C:6]([F:9])([F:8])[F:7])[C:4]([F:3])([F:23])[F:24])=[CH:16][CH:15]=3)[CH2:18][CH2:19]2)(=[O:42])=[O:41])[S:38][CH:39]=1)([O-:34])=[O:33]. (6) The product is: [Cl:5][CH2:6][CH2:7][CH2:8][O:9][C:10]1[C:11]([O:20][CH3:21])=[CH:12][C:13]([C:14]([O:16][CH3:17])=[O:15])=[C:18]([N+:1]([O-:4])=[O:2])[CH:19]=1. Given the reactants [N+:1]([O-:4])(O)=[O:2].[Cl:5][CH2:6][CH2:7][CH2:8][O:9][C:10]1[CH:19]=[CH:18][C:13]([C:14]([O:16][CH3:17])=[O:15])=[CH:12][C:11]=1[O:20][CH3:21], predict the reaction product.